From a dataset of Reaction yield outcomes from USPTO patents with 853,638 reactions. Predict the reaction yield, written as a fraction of the theoretical maximum amount of product (1.0 means a 100% yield; for example, 0.34 means a 34% yield). (1) The reactants are [C:1]([C:5]1[CH:6]=[C:7]2[C:12](=[CH:13][CH:14]=1)[CH:11]=[C:10]([C:15]([O:17]C)=[O:16])[CH:9]=[CH:8]2)([CH3:4])([CH3:3])[CH3:2].[OH-].[Na+]. The catalyst is CO. The product is [C:1]([C:5]1[CH:6]=[C:7]2[C:12](=[CH:13][CH:14]=1)[CH:11]=[C:10]([C:15]([OH:17])=[O:16])[CH:9]=[CH:8]2)([CH3:4])([CH3:2])[CH3:3]. The yield is 0.770. (2) The reactants are [Cl:1][C:2]1[CH:24]=[C:23]([Cl:25])[CH:22]=[CH:21][C:3]=1[CH2:4][NH:5][C:6]([C:8]1[C:9]([O:17][CH:18]([CH3:20])[CH3:19])=[N:10][N:11]([CH2:13][CH2:14][CH2:15][OH:16])[CH:12]=1)=[O:7].[CH2:26]([N:28]1[CH:32]=[C:31]([CH2:33][C:34]([O:36]C)=[O:35])[C:30](O)=[N:29]1)[CH3:27].C(P(CCCC)CCCC)CCC.N(C(N1CCCCC1)=O)=NC(N1CCCCC1)=O. The catalyst is O1CCCC1. The product is [Cl:1][C:2]1[CH:24]=[C:23]([Cl:25])[CH:22]=[CH:21][C:3]=1[CH2:4][NH:5][C:6]([C:8]1[C:9]([O:17][CH:18]([CH3:20])[CH3:19])=[N:10][N:11]([CH2:13][CH2:14][CH2:15][O:16][C:30]2[C:31]([CH2:33][C:34]([OH:36])=[O:35])=[CH:32][N:28]([CH2:26][CH3:27])[N:29]=2)[CH:12]=1)=[O:7]. The yield is 0.430. (3) The reactants are [CH3:1][O:2][C:3](=[O:14])[C:4]1[CH:9]=[C:8]([N+:10]([O-:12])=[O:11])[CH:7]=[C:6]([NH2:13])[CH:5]=1.N1C=CC=CC=1.[Cl:21][CH2:22][CH2:23][CH2:24][S:25](Cl)(=[O:27])=[O:26]. The catalyst is C(Cl)Cl.CN(C1C=CN=CC=1)C.CCOC(C)=O.Cl. The product is [CH3:1][O:2][C:3](=[O:14])[C:4]1[CH:9]=[C:8]([N+:10]([O-:12])=[O:11])[CH:7]=[C:6]([NH:13][S:25]([CH2:24][CH2:23][CH2:22][Cl:21])(=[O:27])=[O:26])[CH:5]=1. The yield is 0.320. (4) The reactants are [OH:1][C:2]1[CH:7]=[CH:6][CH:5]=[CH:4][N+:3]=1[O-:8].[N+:9]([C:12]1[CH:17]=[C:16]([N+:18]([O-:20])=[O:19])[CH:15]=[CH:14][C:13]=1[S:21](Cl)(=[O:23])=[O:22])([O-:11])=[O:10]. The catalyst is N1C=CC=CC=1. The product is [N+:9]([C:12]1[CH:17]=[C:16]([N+:18]([O-:20])=[O:19])[CH:15]=[CH:14][C:13]=1[S:21]([O:8][N:3]1[CH:4]=[CH:5][CH:6]=[CH:7][C:2]1=[O:1])(=[O:23])=[O:22])([O-:11])=[O:10]. The yield is 0.310. (5) The reactants are [F:1][C:2]1[CH:7]=[CH:6][C:5]([C:8]([C:14]2[CH:15]=[N:16][C:17]([N:20]3[CH2:25][CH2:24][N:23]([C:26]([O:28][C:29]([CH3:32])([CH3:31])[CH3:30])=[O:27])[CH2:22][CH2:21]3)=[N:18][CH:19]=2)([CH3:13])[C:9](OC)=[O:10])=[CH:4][CH:3]=1.[Li+].[BH4-]. The catalyst is C1COCC1. The product is [F:1][C:2]1[CH:7]=[CH:6][C:5]([C:8]([C:14]2[CH:15]=[N:16][C:17]([N:20]3[CH2:25][CH2:24][N:23]([C:26]([O:28][C:29]([CH3:32])([CH3:31])[CH3:30])=[O:27])[CH2:22][CH2:21]3)=[N:18][CH:19]=2)([CH3:13])[CH2:9][OH:10])=[CH:4][CH:3]=1. The yield is 0.600. (6) The reactants are N#N.Br[C:4]1[C:5]([NH:11][C:12]2[CH:22]=[CH:21][CH:20]=[CH:19][C:13]=2[C:14]([NH:16][O:17][CH3:18])=[O:15])=[CH:6][C:7]([Cl:10])=[N:8][CH:9]=1.[CH:23]1(B(O)O)[CH2:25][CH2:24]1.[Na+].[Br-].[F-].[K+]. The catalyst is O.C1C=CC([P]([Pd]([P](C2C=CC=CC=2)(C2C=CC=CC=2)C2C=CC=CC=2)([P](C2C=CC=CC=2)(C2C=CC=CC=2)C2C=CC=CC=2)[P](C2C=CC=CC=2)(C2C=CC=CC=2)C2C=CC=CC=2)(C2C=CC=CC=2)C2C=CC=CC=2)=CC=1.C1(C)C=CC=CC=1. The product is [Cl:10][C:7]1[CH:6]=[C:5]([NH:11][C:12]2[CH:22]=[CH:21][CH:20]=[CH:19][C:13]=2[C:14]([NH:16][O:17][CH3:18])=[O:15])[C:4]([CH:23]2[CH2:25][CH2:24]2)=[CH:9][N:8]=1. The yield is 0.530.